From a dataset of TCR-epitope binding with 47,182 pairs between 192 epitopes and 23,139 TCRs. Binary Classification. Given a T-cell receptor sequence (or CDR3 region) and an epitope sequence, predict whether binding occurs between them. (1) The epitope is NLDSKVGGNY. Result: 0 (the TCR does not bind to the epitope). The TCR CDR3 sequence is CASSQEVWGITDTQYF. (2) The epitope is GLNKIVRMY. The TCR CDR3 sequence is CASSYPGAGTYEQYF. Result: 0 (the TCR does not bind to the epitope). (3) The epitope is FVDGVPFVV. The TCR CDR3 sequence is CATSVGGGYTF. Result: 1 (the TCR binds to the epitope). (4) The epitope is GLCTLVAML. Result: 1 (the TCR binds to the epitope). The TCR CDR3 sequence is CSERGQGDEQYF. (5) The epitope is KLSYGIATV. The TCR CDR3 sequence is CASSLTTGADTEAFF. Result: 0 (the TCR does not bind to the epitope). (6) The epitope is GTITVEELK. The TCR CDR3 sequence is CASGGINNEQFF. Result: 0 (the TCR does not bind to the epitope). (7) The epitope is YIFFASFYY. The TCR CDR3 sequence is CATSGQDNQPQHF. Result: 1 (the TCR binds to the epitope). (8) The epitope is GLNKIVRMY. The TCR CDR3 sequence is CSEMTATYNEQFF. Result: 0 (the TCR does not bind to the epitope). (9) The epitope is HTTDPSFLGRY. The TCR CDR3 sequence is CASSLGETYEQYF. Result: 1 (the TCR binds to the epitope). (10) The epitope is SLYNTVATL. The TCR CDR3 sequence is CARQPLRGANVLTF. Result: 0 (the TCR does not bind to the epitope).